From a dataset of Full USPTO retrosynthesis dataset with 1.9M reactions from patents (1976-2016). Predict the reactants needed to synthesize the given product. (1) Given the product [Si:1]([O:8][C@H:9]1[C@@H:14]([O:15][Si:16]([C:19]([CH3:21])([CH3:22])[CH3:20])([CH3:18])[CH3:17])[C@H:13]([CH3:23])[CH2:12][C@@H:11]([C:24]2[CH:29]=[CH:28][N:27]=[CH:26][C:25]=2[NH:30][C:38](=[O:39])[C:36]2[CH:35]=[CH:34][C:33]([F:41])=[C:32]([Br:31])[N:37]=2)[CH2:10]1)([C:4]([CH3:5])([CH3:6])[CH3:7])([CH3:3])[CH3:2], predict the reactants needed to synthesize it. The reactants are: [Si:1]([O:8][C@H:9]1[C@@H:14]([O:15][Si:16]([C:19]([CH3:22])([CH3:21])[CH3:20])([CH3:18])[CH3:17])[C@H:13]([CH3:23])[CH2:12][C@@H:11]([C:24]2[CH:29]=[CH:28][N:27]=[CH:26][C:25]=2[NH2:30])[CH2:10]1)([C:4]([CH3:7])([CH3:6])[CH3:5])([CH3:3])[CH3:2].[Br:31][C:32]1[N:37]=[C:36]([C:38](O)=[O:39])[CH:35]=[CH:34][C:33]=1[F:41]. (2) Given the product [Br:1][C:2]1[CH:7]=[CH:6][C:5]([C:8]2[O:14][N:11]=[CH:10][CH:9]=2)=[CH:4][CH:3]=1, predict the reactants needed to synthesize it. The reactants are: [Br:1][C:2]1[CH:7]=[CH:6][C:5]([C:8](=[O:14])[CH:9]=[CH:10][N:11](C)C)=[CH:4][CH:3]=1.Cl.NO. (3) Given the product [Cl:25][C:2]1[C:3]2[CH:22]=[CH:21][NH:20][C:4]=2[N:5]=[C:6]([NH:8][C:9]2[CH:10]=[C:11]([NH:15][S:16]([CH3:19])(=[O:18])=[O:17])[CH:12]=[CH:13][CH:14]=2)[N:7]=1, predict the reactants needed to synthesize it. The reactants are: O=[C:2]1[NH:7][C:6]([NH:8][C:9]2[CH:10]=[C:11]([NH:15][S:16]([CH3:19])(=[O:18])=[O:17])[CH:12]=[CH:13][CH:14]=2)=[N:5][C:4]2[NH:20][CH:21]=[CH:22][C:3]1=2.P(Cl)(Cl)([Cl:25])=O. (4) Given the product [CH:5]1([C:3]2[N:10]=[C:11]([NH2:13])[S:12][C:2]=2[CH3:9])[CH2:8][CH2:7][CH2:6]1, predict the reactants needed to synthesize it. The reactants are: Br[CH:2]([CH3:9])[C:3]([CH:5]1[CH2:8][CH2:7][CH2:6]1)=O.[NH2:10][C:11]([NH2:13])=[S:12]. (5) The reactants are: Cl[C:2]1[C:7]([C:8]#[C:9][C:10]2[CH:15]=[CH:14][C:13]([Cl:16])=[CH:12][CH:11]=2)=[CH:6][N:5]=[C:4]([N:17]=[CH:18][N:19]([CH:23]([CH3:25])[CH3:24])[CH:20]([CH3:22])[CH3:21])[N:3]=1.[NH:26]1[CH2:31][CH2:30][O:29][CH2:28][CH2:27]1. Given the product [Cl:16][C:13]1[CH:14]=[CH:15][C:10]([C:9]#[C:8][C:7]2[C:2]([N:26]3[CH2:31][CH2:30][O:29][CH2:28][CH2:27]3)=[N:3][C:4]([N:17]=[CH:18][N:19]([CH:23]([CH3:25])[CH3:24])[CH:20]([CH3:22])[CH3:21])=[N:5][CH:6]=2)=[CH:11][CH:12]=1, predict the reactants needed to synthesize it. (6) Given the product [CH3:1][N:2]1[CH:37]=[C:5]2[C:6]([O:28][C@@H:29]([C@H:31]3[CH2:32][NH:33][C:34](=[O:36])[CH2:35]3)[CH3:30])=[N:7][C:8]([C:10]3[CH:11]=[N:12][N:13]([CH:15]4[CH2:16][CH2:17][NH:18][CH2:19][CH2:20]4)[CH:14]=3)=[CH:9][C:4]2=[N:3]1, predict the reactants needed to synthesize it. The reactants are: [CH3:1][N:2]1[CH:37]=[C:5]2[C:6]([O:28][C@@H:29]([C@@H:31]3[CH2:35][C:34](=[O:36])[NH:33][CH2:32]3)[CH3:30])=[N:7][C:8]([C:10]3[CH:11]=[N:12][N:13]([CH:15]4[CH2:20][CH2:19][N:18](C(OC(C)(C)C)=O)[CH2:17][CH2:16]4)[CH:14]=3)=[CH:9][C:4]2=[N:3]1. (7) The reactants are: C[O:2][C:3]1[C:8]([N+:9]([O-:11])=[O:10])=[CH:7][N:6]=[C:5]2[CH2:12][CH2:13][CH2:14][C:4]=12.Br. Given the product [N+:9]([C:8]1[C:3]([OH:2])=[C:4]2[CH2:14][CH2:13][CH2:12][C:5]2=[N:6][CH:7]=1)([O-:11])=[O:10], predict the reactants needed to synthesize it. (8) The reactants are: [CH:1]1([CH2:7][N:8]2[C:16]3[C:11](=[CH:12][CH:13]=[CH:14][C:15]=3[C:17]([F:20])([F:19])[F:18])[C:10]([C:21]3[CH:26]=[CH:25][C:24]([O:27]C)=[CH:23][C:22]=3[O:29]C)=[N:9]2)[CH2:6][CH2:5][CH2:4][CH2:3][CH2:2]1.B(Br)(Br)Br.C1CCCCC=1. Given the product [CH:1]1([CH2:7][N:8]2[C:16]3[C:11](=[CH:12][CH:13]=[CH:14][C:15]=3[C:17]([F:20])([F:19])[F:18])[C:10]([C:21]3[CH:26]=[CH:25][C:24]([OH:27])=[CH:23][C:22]=3[OH:29])=[N:9]2)[CH2:6][CH2:5][CH2:4][CH2:3][CH2:2]1, predict the reactants needed to synthesize it. (9) Given the product [C:23]([S:25][CH:16]1[CH2:15][N:14]([C:11]2[S:12][CH:13]=[C:9]([C:7]([N:4]3[CH2:3][CH2:2][O:1][CH2:6][CH2:5]3)=[O:8])[N:10]=2)[CH2:17]1)(=[O:26])[CH3:24], predict the reactants needed to synthesize it. The reactants are: [O:1]1[CH2:6][CH2:5][N:4]([C:7]([C:9]2[N:10]=[C:11]([N:14]3[CH2:17][CH:16](OS(C)(=O)=O)[CH2:15]3)[S:12][CH:13]=2)=[O:8])[CH2:3][CH2:2]1.[C:23]([O-:26])(=[S:25])[CH3:24].[K+]. (10) Given the product [CH3:1][O:2][C:3]1[CH:8]=[CH:7][C:6]([C@H:9]([NH:11][CH2:18][C:13]2[CH:14]=[CH:15][CH:16]=[CH:17][N:12]=2)[CH3:10])=[CH:5][CH:4]=1, predict the reactants needed to synthesize it. The reactants are: [CH3:1][O:2][C:3]1[CH:8]=[CH:7][C:6]([C@H:9]([NH2:11])[CH3:10])=[CH:5][CH:4]=1.[N:12]1[CH:17]=[CH:16][CH:15]=[CH:14][C:13]=1[CH:18]=O.C(O[BH-](OC(=O)C)OC(=O)C)(=O)C.[Na+].